This data is from Forward reaction prediction with 1.9M reactions from USPTO patents (1976-2016). The task is: Predict the product of the given reaction. (1) Given the reactants [NH2:1][C:2]1[CH:28]=[CH:27][C:5]([C:6]([N:8]2[CH2:13][CH2:12][N:11]([CH2:14][C:15]3[O:19][C:18]([C:20]([NH:22][C:23]([CH3:26])([CH3:25])[CH3:24])=[O:21])=[CH:17][CH:16]=3)[CH2:10][CH2:9]2)=[O:7])=[CH:4][C:3]=1[F:29].C(N(CC)C(C)C)(C)C.ClC(O[C:44](=[O:50])OC(Cl)(Cl)Cl)(Cl)Cl.[CH3:51][CH:52]([CH3:55])[CH2:53][NH2:54], predict the reaction product. The product is: [C:23]([NH:22][C:20]([C:18]1[O:19][C:15]([CH2:14][N:11]2[CH2:10][CH2:9][N:8]([C:6](=[O:7])[C:5]3[CH:27]=[CH:28][C:2]([NH:1][C:44]([NH:54][CH2:53][CH:52]([CH3:55])[CH3:51])=[O:50])=[C:3]([F:29])[CH:4]=3)[CH2:13][CH2:12]2)=[CH:16][CH:17]=1)=[O:21])([CH3:26])([CH3:24])[CH3:25]. (2) The product is: [F:1][C:2]([F:7])([F:6])[C:3]([OH:5])=[O:4].[CH2:8]([S:10]([N:13]1[CH2:18][CH2:17][CH:16]([C:19]2[C:27]3[C:22](=[C:23]([C:38]([NH2:40])=[O:39])[CH:24]=[C:25]([C:28]4[CH:33]=[C:32]([CH2:34][N:35]5[CH2:2][CH2:3][O:5][CH2:41][CH2:36]5)[CH:31]=[C:30]([F:37])[CH:29]=4)[CH:26]=3)[NH:21][CH:20]=2)[CH2:15][CH2:14]1)(=[O:11])=[O:12])[CH3:9]. Given the reactants [F:1][C:2]([F:7])([F:6])[C:3]([OH:5])=[O:4].[CH2:8]([S:10]([N:13]1[CH2:18][CH2:17][CH:16]([C:19]2[C:27]3[C:22](=[C:23]([C:38]([NH2:40])=[O:39])[CH:24]=[C:25]([C:28]4[CH:33]=[C:32]([CH2:34][NH:35][CH3:36])[CH:31]=[C:30]([F:37])[CH:29]=4)[CH:26]=3)[NH:21][CH:20]=2)[CH2:15][CH2:14]1)(=[O:12])=[O:11])[CH3:9].[CH3:41]N, predict the reaction product. (3) Given the reactants CC1C=CC(S([O:11][C:12]2[C:13]3[S:20][C:19]([C:21]4[N:25]5[N:26]=[C:27]([Cl:30])[CH:28]=[CH:29][C:24]5=[N:23][CH:22]=4)=[CH:18][C:14]=3[CH:15]=[N:16][CH:17]=2)(=O)=O)=CC=1.[OH-].[Na+], predict the reaction product. The product is: [Cl:30][C:27]1[CH:28]=[CH:29][C:24]2[N:25]([C:21]([C:19]3[S:20][C:13]4[C:12]([OH:11])=[CH:17][N:16]=[CH:15][C:14]=4[CH:18]=3)=[CH:22][N:23]=2)[N:26]=1. (4) Given the reactants Br[C:2]1[CH:11]=[CH:10][C:5]([C:6]([O:8][CH3:9])=[O:7])=[CH:4][C:3]=1[CH3:12].[C:13]([O:17][C:18]([CH3:21])([CH3:20])[CH3:19])(=[O:16])[CH:14]=[CH2:15].C([O-])(=O)C.[Na+], predict the reaction product. The product is: [CH3:9][O:8][C:6](=[O:7])[C:5]1[CH:10]=[CH:11][C:2](/[CH:15]=[CH:14]/[C:13]([O:17][C:18]([CH3:21])([CH3:20])[CH3:19])=[O:16])=[C:3]([CH3:12])[CH:4]=1. (5) Given the reactants [F:1][C:2]1[CH:7]=[CH:6][CH:5]=[C:4]([O:8]C)[C:3]=1[CH:10]1[N:14]([CH2:15][C:16]2[CH:21]=[CH:20][C:19]([O:22][C:23]([F:26])([F:25])[F:24])=[CH:18][CH:17]=2)[C:13](=[O:27])[CH:12]([OH:28])[CH2:11]1.O, predict the reaction product. The product is: [F:1][C:2]1[CH:7]=[CH:6][CH:5]=[C:4]([OH:8])[C:3]=1[CH:10]1[N:14]([CH2:15][C:16]2[CH:17]=[CH:18][C:19]([O:22][C:23]([F:25])([F:26])[F:24])=[CH:20][CH:21]=2)[C:13](=[O:27])[CH:12]([OH:28])[CH2:11]1. (6) Given the reactants [Cl:1][C:2]1[CH:3]=[N:4][CH:5]=[C:6]([C:11]2[CH:12]=[N:13][C:14]3[NH:15][CH2:16][CH2:17][CH2:18][C:19]=3[CH:20]=2)[C:7]=1[CH:8]([OH:10])[CH3:9].[NH2:21][C:22](N)=[O:23].CO.C(=O)=O, predict the reaction product. The product is: [Cl:1][C:2]1[C:7]([CH:8]([OH:10])[CH3:9])=[C:6]([C:11]2[CH:20]=[C:19]3[C:14](=[N:13][CH:12]=2)[N:15]([C:22]([NH2:21])=[O:23])[CH2:16][CH2:17][CH2:18]3)[CH:5]=[N:4][CH:3]=1. (7) The product is: [CH3:26][O:27][C:28]1[CH:33]=[CH:32][C:31]([C:11]2[N:10]=[CH:9][N:8]([CH3:2])[C:12]=2[C:13]2[S:25][C:16]3[N:17]=[CH:18][N:19]=[C:20]([S:21]([CH3:24])(=[O:22])=[O:23])[C:15]=3[CH:14]=2)=[CH:30][CH:29]=1. Given the reactants C[C:2]1([N:8]2[C:12]([C:13]3[S:25][C:16]4[N:17]=[CH:18][N:19]=[C:20]([S:21]([CH3:24])(=[O:23])=[O:22])[C:15]=4[CH:14]=3)=[CH:11][N:10]=[CH:9]2)C=CC=CC1.[CH3:26][O:27][C:28]1[CH:33]=[CH:32][C:31](C2N=CN(C)C=2C2SC3N=CN=C(SC)C=3C=2)=[CH:30][CH:29]=1, predict the reaction product.